This data is from Peptide-MHC class II binding affinity with 134,281 pairs from IEDB. The task is: Regression. Given a peptide amino acid sequence and an MHC pseudo amino acid sequence, predict their binding affinity value. This is MHC class II binding data. (1) The peptide sequence is VQDAATYAVTTFSNV. The MHC is HLA-DQA10102-DQB10602 with pseudo-sequence HLA-DQA10102-DQB10602. The binding affinity (normalized) is 0.515. (2) The peptide sequence is DDIEQQADNMITEML. The MHC is DRB1_0101 with pseudo-sequence DRB1_0101. The binding affinity (normalized) is 0.571.